From a dataset of TCR-epitope binding with 47,182 pairs between 192 epitopes and 23,139 TCRs. Binary Classification. Given a T-cell receptor sequence (or CDR3 region) and an epitope sequence, predict whether binding occurs between them. The epitope is KRWIILGLNK. The TCR CDR3 sequence is CASSGTTGELFF. Result: 1 (the TCR binds to the epitope).